Task: Predict the product of the given reaction.. Dataset: Forward reaction prediction with 1.9M reactions from USPTO patents (1976-2016) (1) Given the reactants [F:1][C:2]1[CH:7]=[CH:6][CH:5]=[CH:4][C:3]=1[C:8]1[C:12]([C:13]([OH:15])=O)=[C:11]([CH3:16])[O:10][N:9]=1.Cl.C(N=C=NCCCN(C)C)C.[F:29][C:30]([F:44])([F:43])[C:31]1[CH:32]=[C:33]([N:37]2[CH2:42][CH2:41][NH:40][CH2:39][CH2:38]2)[CH:34]=[CH:35][CH:36]=1, predict the reaction product. The product is: [F:1][C:2]1[CH:7]=[CH:6][CH:5]=[CH:4][C:3]=1[C:8]1[C:12]([C:13]([N:40]2[CH2:39][CH2:38][N:37]([C:33]3[CH:34]=[CH:35][CH:36]=[C:31]([C:30]([F:43])([F:44])[F:29])[CH:32]=3)[CH2:42][CH2:41]2)=[O:15])=[C:11]([CH3:16])[O:10][N:9]=1. (2) Given the reactants Br[C:2]1[CH:3]=[C:4]([F:28])[C:5]([CH:8]2[CH2:13][C:12]([CH3:27])([S:14]([C:17]3[CH:22]=[CH:21][CH:20]=[C:19]([C:23]([F:26])([F:25])[F:24])[CH:18]=3)(=[O:16])=[O:15])[CH2:11][CH2:10][O:9]2)=[N:6][CH:7]=1.[CH3:29][S:30]([O-:32])=[O:31].[Na+].[Na+].N1CCC[C@H]1C([O-])=O, predict the reaction product. The product is: [F:28][C:4]1[C:5]([CH:8]2[CH2:13][C:12]([CH3:27])([S:14]([C:17]3[CH:22]=[CH:21][CH:20]=[C:19]([C:23]([F:26])([F:25])[F:24])[CH:18]=3)(=[O:16])=[O:15])[CH2:11][CH2:10][O:9]2)=[N:6][CH:7]=[C:2]([S:30]([CH3:29])(=[O:32])=[O:31])[CH:3]=1. (3) Given the reactants CS(C)=O.C(Cl)(=O)C(Cl)=O.[CH:11]([C:14]1[N:18]=[C:17]([N:19]2[CH2:24][CH2:23][CH:22]([OH:25])[CH2:21][CH2:20]2)[O:16][N:15]=1)([CH3:13])[CH3:12].C(N(CC)CC)C, predict the reaction product. The product is: [CH:11]([C:14]1[N:18]=[C:17]([N:19]2[CH2:20][CH2:21][C:22](=[O:25])[CH2:23][CH2:24]2)[O:16][N:15]=1)([CH3:13])[CH3:12].